Predict the product of the given reaction. From a dataset of Forward reaction prediction with 1.9M reactions from USPTO patents (1976-2016). (1) Given the reactants [Cl:1][C:2]1[CH:3]=[C:4]([CH2:19][N:20]2[C:24]([CH3:25])=[CH:23][C:22]([NH:26]C(=O)OCC[Si](C)(C)C)=[N:21]2)[C:5]2[O:9][C:8]([C:10]3[CH:15]=[CH:14][C:13]([C:16]#[N:17])=[CH:12][CH:11]=3)=[CH:7][C:6]=2[CH:18]=1.[F-].C([N+](CCCC)(CCCC)CCCC)CCC, predict the reaction product. The product is: [NH2:26][C:22]1[CH:23]=[C:24]([CH3:25])[N:20]([CH2:19][C:4]2[C:5]3[O:9][C:8]([C:10]4[CH:15]=[CH:14][C:13]([C:16]#[N:17])=[CH:12][CH:11]=4)=[CH:7][C:6]=3[CH:18]=[C:2]([Cl:1])[CH:3]=2)[N:21]=1. (2) Given the reactants [CH2:1]([O:8][C:9]1[CH:10]=[C:11](/[CH:15]=[C:16](/[C:21]([O:23][CH2:24][CH3:25])=[O:22])\[CH2:17][C:18]([OH:20])=O)[CH:12]=[CH:13][CH:14]=1)[C:2]1[CH:7]=[CH:6][CH:5]=[CH:4][CH:3]=1.C(OC(=O)C)(=O)C.C([O-])(=O)C.[Na+].C(=O)([O-])[O-].[K+].[K+].Cl, predict the reaction product. The product is: [CH2:1]([O:8][C:9]1[CH:10]=[C:11]2[C:12]([C:18]([OH:20])=[CH:17][C:16]([C:21]([O:23][CH2:24][CH3:25])=[O:22])=[CH:15]2)=[CH:13][CH:14]=1)[C:2]1[CH:3]=[CH:4][CH:5]=[CH:6][CH:7]=1. (3) Given the reactants [C-]#N.[Na+].[CH2:4]([CH:6]([CH2:9][CH3:10])[CH:7]=O)[CH3:5].[C:11](=[O:14])([O-])[O-].[NH4+:15].[NH4+:16].[CH2:17]([OH:19])C, predict the reaction product. The product is: [CH2:4]([CH:6]([CH:7]1[NH:16][C:17](=[O:19])[NH:15][C:11]1=[O:14])[CH2:9][CH3:10])[CH3:5]. (4) Given the reactants [CH2:1]([O:8][C:9]1[C:14]([CH3:15])=[CH:13][C:12](Br)=[CH:11][C:10]=1[CH3:17])[C:2]1[CH:7]=[CH:6][CH:5]=[CH:4][CH:3]=1.[CH3:18][Si:19]([C:22]#[CH:23])([CH3:21])[CH3:20], predict the reaction product. The product is: [CH2:1]([O:8][C:9]1[C:14]([CH3:15])=[CH:13][C:12]([C:23]#[C:22][Si:19]([CH3:21])([CH3:20])[CH3:18])=[CH:11][C:10]=1[CH3:17])[C:2]1[CH:7]=[CH:6][CH:5]=[CH:4][CH:3]=1. (5) Given the reactants [NH2:1][NH:2][C:3]([C:5]1[CH:10]=[CH:9][CH:8]=[C:7]([CH3:11])[N:6]=1)=[NH:4].[CH2:12]([O:14][C:15]1[C:16]([OH:23])=[C:17]([CH:20]=[CH:21][CH:22]=1)[CH:18]=O)[CH3:13], predict the reaction product. The product is: [CH2:12]([O:14][C:15]1[C:16]([OH:23])=[C:17]([C:18]2[NH:1][N:2]=[C:3]([C:5]3[CH:10]=[CH:9][CH:8]=[C:7]([CH3:11])[N:6]=3)[N:4]=2)[CH:20]=[CH:21][CH:22]=1)[CH3:13]. (6) Given the reactants [Cl:1][C:2]1[CH:3]=[CH:4][C:5]([OH:16])=[C:6]([C:8](=[O:15])[CH2:9][C:10]([O:12][CH2:13][CH3:14])=[O:11])[CH:7]=1.[F:17][C:18]([F:29])([F:28])[C:19](O[C:19](=O)[C:18]([F:29])([F:28])[F:17])=O.C(=O)([O-])[O-].[K+].[K+].Cl, predict the reaction product. The product is: [F:17][C:18]([F:29])([F:28])[C:19]1[O:16][C:5]2[CH:4]=[CH:3][C:2]([Cl:1])=[CH:7][C:6]=2[C:8](=[O:15])[C:9]=1[C:10]([O:12][CH2:13][CH3:14])=[O:11]. (7) Given the reactants C([O:5][C:6](=[O:18])[C:7]1[CH:12]=[C:11]([CH2:13][CH:14]([CH3:16])[CH3:15])[N:10]=[C:9]([Cl:17])[CH:8]=1)(C)(C)C, predict the reaction product. The product is: [ClH:17].[Cl:17][C:9]1[CH:8]=[C:7]([CH:12]=[C:11]([CH2:13][CH:14]([CH3:16])[CH3:15])[N:10]=1)[C:6]([OH:18])=[O:5].